From a dataset of Reaction yield outcomes from USPTO patents with 853,638 reactions. Predict the reaction yield, written as a fraction of the theoretical maximum amount of product (1.0 means a 100% yield; for example, 0.34 means a 34% yield). (1) The reactants are [O:1]=[C:2]1[NH:6][C@@H:5]([C:7]([O:9][CH3:10])=[O:8])[CH2:4][CH2:3]1.CCN(CC)CC.[CH3:18][C:19]([O:22][C:23](O[C:23]([O:22][C:19]([CH3:21])([CH3:20])[CH3:18])=[O:24])=[O:24])([CH3:21])[CH3:20]. The catalyst is C(Cl)Cl.CN(C1C=CN=CC=1)C.[Cl-].[Na+].O. The product is [O:1]=[C:2]1[N:6]([C:23]([O:22][C:19]([CH3:21])([CH3:20])[CH3:18])=[O:24])[C@@H:5]([C:7]([O:9][CH3:10])=[O:8])[CH2:4][CH2:3]1. The yield is 0.650. (2) The yield is 0.600. The catalyst is C1(C)C=CC=CC=1.C1C=CC(/C=C/C(/C=C/C2C=CC=CC=2)=O)=CC=1.C1C=CC(/C=C/C(/C=C/C2C=CC=CC=2)=O)=CC=1.C1C=CC(/C=C/C(/C=C/C2C=CC=CC=2)=O)=CC=1.[Pd].[Pd]. The product is [F:1][C:2]([F:38])([F:37])[C:3]1[CH:4]=[C:5]([C@H:13]2[O:17][C:16](=[O:18])[N:15]([CH2:19][C:20]3[C:21]([NH:27][CH:28]4[CH2:33][CH2:32][O:31][CH:30]([CH2:34][CH3:35])[CH2:29]4)=[N:22][CH:23]=[C:24]([N:39]4[CH2:43][CH2:42][CH2:41][CH2:40]4)[CH:25]=3)[C@H:14]2[CH3:36])[CH:6]=[C:7]([C:9]([F:12])([F:11])[F:10])[CH:8]=1. The reactants are [F:1][C:2]([F:38])([F:37])[C:3]1[CH:4]=[C:5]([C@H:13]2[O:17][C:16](=[O:18])[N:15]([CH2:19][C:20]3[C:21]([NH:27][CH:28]4[CH2:33][CH2:32][O:31][CH:30]([CH2:34][CH3:35])[CH2:29]4)=[N:22][CH:23]=[C:24](Br)[CH:25]=3)[C@H:14]2[CH3:36])[CH:6]=[C:7]([C:9]([F:12])([F:11])[F:10])[CH:8]=1.[NH:39]1[CH2:43][CH2:42][CH2:41][CH2:40]1.C1C=CC(P(C2C(C3C(P(C4C=CC=CC=4)C4C=CC=CC=4)=CC=C4C=3C=CC=C4)=C3C(C=CC=C3)=CC=2)C2C=CC=CC=2)=CC=1.